This data is from Full USPTO retrosynthesis dataset with 1.9M reactions from patents (1976-2016). The task is: Predict the reactants needed to synthesize the given product. (1) The reactants are: [CH2:1]([O:3][C:4]([C@H:6]1[CH2:11][CH2:10][C@H:9]([C:12]2[S:13][CH:14]=[C:15]([CH3:17])[N:16]=2)[CH2:8][CH2:7]1)=[O:5])[CH3:2].[Cl:18]N1C(=O)CCC1=O. Given the product [CH2:1]([O:3][C:4]([C@H:6]1[CH2:7][CH2:8][C@H:9]([C:12]2[S:13][C:14]([Cl:18])=[C:15]([CH3:17])[N:16]=2)[CH2:10][CH2:11]1)=[O:5])[CH3:2], predict the reactants needed to synthesize it. (2) Given the product [CH3:1][O:2][C:3]([C:5]1[C:10]([CH3:21])=[C:9]([NH2:12])[C:8]([F:13])=[C:7]([C:14]2[CH:19]=[CH:18][C:17]([Cl:20])=[CH:16][CH:15]=2)[N:6]=1)=[O:4], predict the reactants needed to synthesize it. The reactants are: [CH3:1][O:2][C:3]([C:5]1[C:10](Cl)=[C:9]([NH2:12])[C:8]([F:13])=[C:7]([C:14]2[CH:19]=[CH:18][C:17]([Cl:20])=[CH:16][CH:15]=2)[N:6]=1)=[O:4].[CH3:21][Sn](C)(C)C. (3) Given the product [Cl:17][C:12]1[CH:11]=[C:10]([CH:15]=[CH:14][C:13]=1[Cl:16])[CH2:9][N:7]([CH3:8])[C:6]([C:5]1[CH:34]([CH3:33])[N:35]([C:24]2[S:23][CH:27]=[CH:26][CH:25]=2)[C:3](=[O:20])[C:4]=1[OH:19])=[O:18], predict the reactants needed to synthesize it. The reactants are: CO[C:3](=[O:20])[C:4]([OH:19])=[CH:5][C:6](=[O:18])[N:7]([CH2:9][C:10]1[CH:15]=[CH:14][C:13]([Cl:16])=[C:12]([Cl:17])[CH:11]=1)[CH3:8].C=O.[S:23]1[CH:27]=[CH:26][CH:25]=[CH:24]1.CN.ClC1C=[C:33](C=CC=1Cl)[CH2:34][N:35](C)C(C1CN(C)C(=O)C=1O)=O. (4) Given the product [C:44]([N:41]1[CH2:42][CH2:43][N:38]([CH2:37][CH2:36][NH:35][C:31](=[O:33])[CH2:30][C:26]2[C:25]([CH3:34])=[C:24](/[CH:23]=[C:16]3\[C:17](=[O:22])[NH:18][C:19]4[C:15]\3=[CH:14][C:13]([S:10]([CH2:9][C:3]3[C:4]([Cl:8])=[CH:5][CH:6]=[CH:7][C:2]=3[Cl:1])(=[O:11])=[O:12])=[CH:21][CH:20]=4)[NH:28][C:27]=2[CH3:29])[CH2:39][CH2:40]1)(=[O:46])[CH3:45], predict the reactants needed to synthesize it. The reactants are: [Cl:1][C:2]1[CH:7]=[CH:6][CH:5]=[C:4]([Cl:8])[C:3]=1[CH2:9][S:10]([C:13]1[CH:14]=[C:15]2[C:19](=[CH:20][CH:21]=1)[NH:18][C:17](=[O:22])/[C:16]/2=[CH:23]\[C:24]1[NH:28][C:27]([CH3:29])=[C:26]([CH2:30][C:31]([OH:33])=O)[C:25]=1[CH3:34])(=[O:12])=[O:11].[NH2:35][CH2:36][CH2:37][N:38]1[CH2:43][CH2:42][N:41]([C:44](=[O:46])[CH3:45])[CH2:40][CH2:39]1. (5) Given the product [C:1]([S:5]([C:8]1[CH:9]=[C:10]2[C:15](=[CH:16][C:17]=1[CH2:18][CH3:19])[N:14]=[CH:13][N:12]=[C:11]2[NH:20][C:21]1[CH:22]=[CH:23][C:24]2[S:28][CH:27]=[N:26][C:25]=2[CH:29]=1)(=[O:7])=[O:6])([CH3:2])([CH3:3])[CH3:4], predict the reactants needed to synthesize it. The reactants are: [C:1]([S:5]([C:8]1[CH:9]=[C:10]2[C:15](=[CH:16][C:17]=1[CH:18]=[CH2:19])[N:14]=[CH:13][N:12]=[C:11]2[NH:20][C:21]1[CH:22]=[CH:23][C:24]2[S:28][CH:27]=[N:26][C:25]=2[CH:29]=1)(=[O:7])=[O:6])([CH3:4])([CH3:3])[CH3:2]. (6) Given the product [ClH:19].[NH:1]([C:2]1[CH:7]=[CH:6][C:5]([S:8]([CH3:11])(=[O:10])=[O:9])=[N:4][CH:3]=1)[NH2:12], predict the reactants needed to synthesize it. The reactants are: [NH2:1][C:2]1[CH:3]=[N:4][C:5]([S:8]([CH3:11])(=[O:10])=[O:9])=[CH:6][CH:7]=1.[N:12]([O-])=O.[Na+].O.O.[Sn](Cl)[Cl:19].[OH-].[Na+]. (7) Given the product [I:22][C:23]1[CH:28]=[CH:27][C:26]([CH2:29][CH2:30][CH2:2][CH2:3][CH2:4][CH2:5][CH2:6][CH2:7][CH2:8][CH2:9][CH2:10][CH2:11][CH2:12][CH2:13][CH2:14][CH2:15][CH2:16][C:17]([O:19][CH2:20][CH3:21])=[O:18])=[CH:25][CH:24]=1, predict the reactants needed to synthesize it. The reactants are: I[CH2:2][CH2:3][CH2:4][CH2:5][CH2:6][CH2:7][CH2:8][CH2:9][CH2:10][CH2:11][CH2:12][CH2:13][CH2:14][CH2:15][CH2:16][C:17]([O:19][CH2:20][CH3:21])=[O:18].[I:22][C:23]1[CH:28]=[CH:27][C:26]([CH2:29][CH2:30]Br)=[CH:25][CH:24]=1. (8) Given the product [Cl:26][C:19]1[CH:18]=[C:17]([CH:22]=[CH:21][C:20]=1[C:2]1[N:11]=[CH:10][C:9]2[C:4](=[CH:5][CH:6]=[C:7]([OH:12])[CH:8]=2)[N:3]=1)[C:14]([OH:16])=[O:15], predict the reactants needed to synthesize it. The reactants are: Cl[C:2]1[N:11]=[CH:10][C:9]2[C:4](=[CH:5][CH:6]=[C:7]([O:12]C)[CH:8]=2)[N:3]=1.[C:14]([C:17]1[CH:22]=[CH:21][C:20](B(O)O)=[C:19]([Cl:26])[CH:18]=1)([OH:16])=[O:15].